This data is from Forward reaction prediction with 1.9M reactions from USPTO patents (1976-2016). The task is: Predict the product of the given reaction. Given the reactants [CH2:1]([S:8]([N:11]1[CH:15]=[CH:14][C:13]([NH2:16])=[CH:12]1)(=[O:10])=[O:9])[C:2]1[CH:7]=[CH:6][CH:5]=[CH:4][CH:3]=1.C(N(CC)CC)C.[O:24]1[CH:28]=[CH:27][CH:26]=[C:25]1[C:29](Cl)=[O:30], predict the reaction product. The product is: [CH2:1]([S:8]([N:11]1[CH:15]=[CH:14][C:13]([NH:16][C:29]([C:25]2[O:24][CH:28]=[CH:27][CH:26]=2)=[O:30])=[CH:12]1)(=[O:10])=[O:9])[C:2]1[CH:7]=[CH:6][CH:5]=[CH:4][CH:3]=1.